This data is from Forward reaction prediction with 1.9M reactions from USPTO patents (1976-2016). The task is: Predict the product of the given reaction. (1) Given the reactants [Br:1][C:2]1[C:3]([Cl:21])=[CH:4][C:5]([O:19]C)=[C:6]([CH:18]=1)[C:7]([N:9]([CH3:17])[C:10]1[CH:15]=[CH:14][CH:13]=[CH:12][C:11]=1[CH3:16])=[O:8].B(Br)(Br)Br, predict the reaction product. The product is: [Br:1][C:2]1[C:3]([Cl:21])=[CH:4][C:5]([OH:19])=[C:6]([CH:18]=1)[C:7]([N:9]([CH3:17])[C:10]1[CH:15]=[CH:14][CH:13]=[CH:12][C:11]=1[CH3:16])=[O:8]. (2) The product is: [CH3:1][C:2]1[CH:3]=[C:4]([C:18]2[CH:23]=[C:22]([CH3:24])[CH:21]=[C:20]([CH3:25])[CH:19]=2)[C:5]([OH:16])=[C:6]([C:8]2[CH:9]=[C:10]([CH3:15])[CH:11]=[C:12]([CH3:14])[CH:13]=2)[CH:7]=1. Given the reactants [CH3:1][C:2]1[CH:7]=[C:6]([C:8]2[CH:13]=[C:12]([CH3:14])[CH:11]=[C:10]([CH3:15])[CH:9]=2)[C:5]([O:16]C)=[C:4]([C:18]2[CH:23]=[C:22]([CH3:24])[CH:21]=[C:20]([CH3:25])[CH:19]=2)[CH:3]=1.O.C(OCC)C, predict the reaction product. (3) Given the reactants [OH-].[K+].[F:3][C:4]1[CH:9]=[CH:8][C:7]([NH:10][S:11]([C:14]2[CH:15]=[C:16]3[C:21](=[CH:22][CH:23]=2)[CH2:20][N:19](C(=O)C(F)(F)F)[CH2:18][CH2:17]3)(=[O:13])=[O:12])=[CH:6][CH:5]=1, predict the reaction product. The product is: [F:3][C:4]1[CH:5]=[CH:6][C:7]([NH:10][S:11]([C:14]2[CH:15]=[C:16]3[C:21](=[CH:22][CH:23]=2)[CH2:20][NH:19][CH2:18][CH2:17]3)(=[O:13])=[O:12])=[CH:8][CH:9]=1. (4) Given the reactants [Cl:1][C:2]1[C:7]([C:8]([F:11])([F:10])[F:9])=[CH:6][CH:5]=[CH:4][C:3]=1[C:12]([N:14]1[CH2:19][CH2:18][NH:17][C:16](=[O:20])[CH2:15]1)=[O:13].F[B-](F)(F)F.[CH2:26]([O+](CC)CC)[CH3:27].O.C(=O)([O-])O.[Na+], predict the reaction product. The product is: [Cl:1][C:2]1[C:7]([C:8]([F:11])([F:9])[F:10])=[CH:6][CH:5]=[CH:4][C:3]=1[C:12]([N:14]1[CH2:15][C:16]([O:20][CH2:26][CH3:27])=[N:17][CH2:18][CH2:19]1)=[O:13]. (5) Given the reactants C([O:8][C:9]1[CH:10]=[C:11]([CH2:15][CH2:16][CH2:17][O:18][Si:19]([C:22]([CH3:25])([CH3:24])[CH3:23])([CH3:21])[CH3:20])[CH:12]=[CH:13][CH:14]=1)C1C=CC=CC=1, predict the reaction product. The product is: [Si:19]([O:18][CH2:17][CH2:16][CH2:15][C:11]1[CH:10]=[C:9]([OH:8])[CH:14]=[CH:13][CH:12]=1)([C:22]([CH3:25])([CH3:24])[CH3:23])([CH3:21])[CH3:20]. (6) Given the reactants [Na:1].[CH2:2]1[O:4][CH2:3]1.[C:5]([OH:10])(=[O:9])[C:6]([CH3:8])=[CH2:7].[CH2:11]=[CH:12][C:13]1[CH:18]=[CH:17][CH:16]=[CH:15][CH:14]=1.[C:19]([O:23][CH2:24][CH2:25][CH2:26][CH3:27])(=[O:22])[CH:20]=[CH2:21].S(OOS([O-])(=O)=O)([O-])(=O)=O.[NH4+].[NH4+], predict the reaction product. The product is: [CH:11]([CH2:7][C:6](=[CH2:8])[C:5]([OH:10])=[O:9])=[CH:12][C:13]1[CH:18]=[CH:17][CH:16]=[CH:15][CH:14]=1.[C:19]([O:23][CH2:24][CH2:25][CH2:26][CH3:27])(=[O:22])[CH:20]=[CH2:21].[Na:1].[C:5]([OH:10])(=[O:9])[C:6]([CH3:8])=[CH2:7].[CH2:3]1[O:4][CH2:2]1. (7) Given the reactants [Br:1][C:2]1[CH:3]=[N:4][C:5](Cl)=[N:6][CH:7]=1.[CH3:9][C:10]1[CH:16]=[CH:15][C:13]([NH2:14])=[CH:12][C:11]=1[N+:17]([O-:19])=[O:18].CS(O)(=O)=O.O, predict the reaction product. The product is: [Br:1][C:2]1[CH:3]=[N:4][C:5]([NH:14][C:13]2[CH:15]=[CH:16][C:10]([CH3:9])=[C:11]([N+:17]([O-:19])=[O:18])[CH:12]=2)=[N:6][CH:7]=1.